Dataset: HIV replication inhibition screening data with 41,000+ compounds from the AIDS Antiviral Screen. Task: Binary Classification. Given a drug SMILES string, predict its activity (active/inactive) in a high-throughput screening assay against a specified biological target. (1) The drug is CC(NC(=O)Cn1c(Cl)nc2ccccc21)c1ccccc1. The result is 0 (inactive). (2) The compound is CCCCCNC(=O)C1C(=O)N(CCCCC)C(=O)C1=NN. The result is 0 (inactive). (3) The compound is O=C1C(=Cc2cccc(Br)c2)C(=O)c2ccccc21. The result is 0 (inactive).